This data is from Full USPTO retrosynthesis dataset with 1.9M reactions from patents (1976-2016). The task is: Predict the reactants needed to synthesize the given product. (1) Given the product [ClH:12].[CH3:14][O:8][C:7]([C:3]1([NH2:2])[CH2:6][CH2:5][CH2:4]1)=[O:9], predict the reactants needed to synthesize it. The reactants are: Cl.[NH2:2][C:3]1([C:7]([OH:9])=[O:8])[CH2:6][CH2:5][CH2:4]1.S(Cl)([Cl:12])=O.[CH3:14]O. (2) Given the product [NH2:1][C@@H:2]([CH:5]([CH3:13])[CH2:6][C:7]1[CH:12]=[CH:11][CH:10]=[CH:9][CH:8]=1)[CH2:3][OH:4], predict the reactants needed to synthesize it. The reactants are: [NH2:1][C@@H:2]([C:5]([CH3:13])=[CH:6][C:7]1[CH:12]=[CH:11][CH:10]=[CH:9][CH:8]=1)[CH2:3][OH:4]. (3) Given the product [C:7]([C:3]1[C:2]([C:9]2[CH2:10][CH2:11][N:12]([CH2:29][C:30]([NH:32][C:33]3[CH:38]=[CH:37][CH:36]=[C:35]([Cl:39])[C:34]=3[Cl:40])=[O:31])[CH2:13][CH:14]=2)=[N:1][CH:6]=[CH:5][CH:4]=1)#[N:8], predict the reactants needed to synthesize it. The reactants are: [N:1]1[CH:6]=[CH:5][CH:4]=[C:3]([C:7]#[N:8])[C:2]=1[C:9]1[CH2:10][CH2:11][NH:12][CH2:13][CH:14]=1.ClCC(NC1C(C)=CC=CC=1C)=O.Cl[CH2:29][C:30]([NH:32][C:33]1[CH:38]=[CH:37][CH:36]=[C:35]([Cl:39])[C:34]=1[Cl:40])=[O:31]. (4) Given the product [CH3:14][N:13]([CH3:15])[C:11](=[O:12])[CH2:10][N:6]1[CH:5]=[C:4]([N+:1]([O-:3])=[O:2])[CH:8]=[N:7]1, predict the reactants needed to synthesize it. The reactants are: [N+:1]([C:4]1[CH:5]=[N:6][NH:7][CH:8]=1)([O-:3])=[O:2].Cl[CH2:10][C:11]([N:13]([CH3:15])[CH3:14])=[O:12].C(=O)([O-])[O-].[K+].[K+]. (5) Given the product [O:1]=[C:2]1[C:11]2[C:6](=[CH:7][CH:8]=[C:9]([CH:12]=[C:13]=[CH:14][C:15]3[CH:20]=[CH:19][CH:18]=[CH:17][CH:16]=3)[CH:10]=2)[N:5]=[CH:4][N:3]1[CH2:21][C:22]1[CH:23]=[CH:24][C:25]([C:26]([OH:28])=[O:27])=[CH:30][CH:31]=1, predict the reactants needed to synthesize it. The reactants are: [O:1]=[C:2]1[C:11]2[C:6](=[CH:7][CH:8]=[C:9]([C:12]#[C:13][CH2:14][C:15]3[CH:20]=[CH:19][CH:18]=[CH:17][CH:16]=3)[CH:10]=2)[N:5]=[CH:4][N:3]1[CH2:21][C:22]1[CH:31]=[CH:30][C:25]([C:26]([O:28]C)=[O:27])=[CH:24][CH:23]=1.O.[Li+].[OH-].Cl.